From a dataset of Catalyst prediction with 721,799 reactions and 888 catalyst types from USPTO. Predict which catalyst facilitates the given reaction. Reactant: [NH2:1][C:2]1[CH:7]=[CH:6][C:5]([C:8]2[C:13]3[C:14]([NH2:17])=[N:15][O:16][C:12]=3[CH:11]=[CH:10][CH:9]=2)=[CH:4][CH:3]=1.[N-:18]=[C:19]=[O:20].[Na+]. Product: [NH2:17][C:14]1[C:13]2[C:8]([C:5]3[CH:4]=[CH:3][C:2]([NH:1][C:19]([NH2:18])=[O:20])=[CH:7][CH:6]=3)=[CH:9][CH:10]=[CH:11][C:12]=2[O:16][N:15]=1. The catalyst class is: 313.